Dataset: Retrosynthesis with 50K atom-mapped reactions and 10 reaction types from USPTO. Task: Predict the reactants needed to synthesize the given product. (1) Given the product CN1C(=O)C2(CCN(C(=O)/C=C/c3ccccc3C(F)(F)F)CC2)c2cc(C(=O)NCCO)ccc21, predict the reactants needed to synthesize it. The reactants are: CN1C(=O)C2(CCN(C(=O)/C=C/c3ccccc3C(F)(F)F)CC2)c2cc(C(=O)O)ccc21.NCCO. (2) The reactants are: Cn1c(=O)c2c(nc(N3CCN(C(=O)OC(C)(C)C)CC3)n2-c2ccccc2C=O)n(C)c1=O.NO. Given the product Cn1c(=O)c2c(nc(N3CCN(C(=O)OC(C)(C)C)CC3)n2-c2ccccc2C=NO)n(C)c1=O, predict the reactants needed to synthesize it. (3) Given the product CC(C)(C#N)c1cccc(N)c1, predict the reactants needed to synthesize it. The reactants are: CC(C)(C#N)c1cccc([N+](=O)[O-])c1. (4) Given the product CC(C)(C)OC(=O)Cn1cnc(-c2ccc(N)cc2)c1, predict the reactants needed to synthesize it. The reactants are: CC(C)(C)OC(=O)Cn1cnc(-c2ccc([N+](=O)[O-])cc2)c1. (5) Given the product CCc1ccc(NC2=CC3=NCN(C)C3=CC2(F)C(=O)OC)c(F)c1, predict the reactants needed to synthesize it. The reactants are: C=Cc1ccc(NC2=CC3=NCN(C)C3=CC2(F)C(=O)OC)c(F)c1.